This data is from Reaction yield outcomes from USPTO patents with 853,638 reactions. The task is: Predict the reaction yield, written as a fraction of the theoretical maximum amount of product (1.0 means a 100% yield; for example, 0.34 means a 34% yield). (1) The reactants are [C:1]([O:5][C:6]([N:8]1[CH2:16][C:15]2[C:10](=[CH:11][C:12]([N:18]3[CH2:23][CH2:22][O:21][CH2:20][CH2:19]3)=[C:13](Cl)[CH:14]=2)[CH2:9]1)=[O:7])([CH3:4])([CH3:3])[CH3:2].[F-].[Cs+].[CH3:26][Sn](C)(C)C. The catalyst is O1CCOCC1.CC(C)([P](C(C)(C)C)([Pd][P](C(C)(C)C)(C(C)(C)C)C(C)(C)C)C(C)(C)C)C. The product is [C:1]([O:5][C:6]([N:8]1[CH2:16][C:15]2[C:10](=[CH:11][C:12]([N:18]3[CH2:23][CH2:22][O:21][CH2:20][CH2:19]3)=[C:13]([CH3:26])[CH:14]=2)[CH2:9]1)=[O:7])([CH3:4])([CH3:3])[CH3:2]. The yield is 0.430. (2) The reactants are [CH3:1][O:2][C:3]1[CH:4]=[C:5]2[C:10](=[CH:11][C:12]=1[O:13][CH3:14])[N:9]=[CH:8][CH:7]=[C:6]2[O:15][C:16]1[CH:21]=[CH:20][C:19]([C:22]2[N:27]=[CH:26][C:25]([NH:28][C:29]3[CH:34]=[CH:33][CH:32]=[CH:31][CH:30]=3)=[CH:24][CH:23]=2)=[CH:18][C:17]=1[F:35].[H-].[Na+].I[CH3:39]. The catalyst is CN(C=O)C. The product is [CH3:1][O:2][C:3]1[CH:4]=[C:5]2[C:10](=[CH:11][C:12]=1[O:13][CH3:14])[N:9]=[CH:8][CH:7]=[C:6]2[O:15][C:16]1[CH:21]=[CH:20][C:19]([C:22]2[N:27]=[CH:26][C:25]([N:28]([CH3:39])[C:29]3[CH:30]=[CH:31][CH:32]=[CH:33][CH:34]=3)=[CH:24][CH:23]=2)=[CH:18][C:17]=1[F:35]. The yield is 0.190. (3) The reactants are F[C:2]1[CH:10]=[CH:9][CH:8]=[C:7]([C:11]([F:14])([F:13])[F:12])[C:3]=1[C:4]([OH:6])=O.C(Cl)(=O)C(Cl)=O.[OH:21][CH2:22][CH:23]1[NH:28][CH2:27][CH2:26][N:25]([C:29]([O:31][C:32]([CH3:35])([CH3:34])[CH3:33])=[O:30])[CH2:24]1.C(N(CC)CC)C.[H-].[Na+]. The catalyst is ClCCl.CN(C)C=O.O1CCCC1.CN(C)C=O.O. The product is [O:6]=[C:4]1[C:3]2[C:7]([C:11]([F:14])([F:13])[F:12])=[CH:8][CH:9]=[CH:10][C:2]=2[O:21][CH2:22][CH:23]2[CH2:24][N:25]([C:29]([O:31][C:32]([CH3:35])([CH3:34])[CH3:33])=[O:30])[CH2:26][CH2:27][N:28]12. The yield is 0.240.